This data is from Reaction yield outcomes from USPTO patents with 853,638 reactions. The task is: Predict the reaction yield, written as a fraction of the theoretical maximum amount of product (1.0 means a 100% yield; for example, 0.34 means a 34% yield). (1) The reactants are [Cr](Cl)([O-])(=O)=O.[NH+]1C=CC=CC=1.[CH3:12][C@H:13]([C@H:16]([CH3:20])[CH2:17][CH2:18][CH3:19])[CH2:14][OH:15]. The catalyst is ClCCl. The product is [CH3:12][C@H:13]([C@H:16]([CH3:20])[CH2:17][CH2:18][CH3:19])[CH:14]=[O:15]. The yield is 0.840. (2) The reactants are [F:1][C:2]1[CH:3]=[CH:4][C:5]2[O:10][CH2:9][C:8](=[O:11])[N:7]([CH2:12][C@H:13]([CH3:16])[CH2:14]I)[C:6]=2[CH:17]=1.[CH2:18]([O:21][CH:22]1[CH2:27][CH2:26][NH:25][CH2:24][CH2:23]1)[CH2:19][CH3:20]. The catalyst is CC#N. The product is [F:1][C:2]1[CH:3]=[CH:4][C:5]2[O:10][CH2:9][C:8](=[O:11])[N:7]([CH2:12][C@H:13]([CH3:16])[CH2:14][N:25]3[CH2:26][CH2:27][CH:22]([O:21][CH2:18][CH2:19][CH3:20])[CH2:23][CH2:24]3)[C:6]=2[CH:17]=1. The yield is 0.630. (3) The product is [C:2]1([CH3:1])[CH:7]=[CH:6][CH:5]=[CH:4][C:3]=1[NH:8][C:9]1[N:14]2[N:15]=[CH:16][C:17]([C:18]([NH:46][S:43]([C:37]3[C:38]([CH3:42])=[N:39][N:40]([CH3:41])[C:36]=3[Cl:35])(=[O:45])=[O:44])=[O:20])=[C:13]2[N:12]=[CH:11][C:10]=1[C:21]([N:23]1[CH2:28][CH2:27][CH:26]([C:29]2[CH:30]=[CH:31][CH:32]=[CH:33][CH:34]=2)[CH2:25][CH2:24]1)=[O:22]. The reactants are [CH3:1][C:2]1[CH:7]=[CH:6][CH:5]=[CH:4][C:3]=1[NH:8][C:9]1[N:14]2[N:15]=[CH:16][C:17]([C:18]([OH:20])=O)=[C:13]2[N:12]=[CH:11][C:10]=1[C:21]([N:23]1[CH2:28][CH2:27][CH:26]([C:29]2[CH:34]=[CH:33][CH:32]=[CH:31][CH:30]=2)[CH2:25][CH2:24]1)=[O:22].[Cl:35][C:36]1[N:40]([CH3:41])[N:39]=[C:38]([CH3:42])[C:37]=1[S:43]([NH2:46])(=[O:45])=[O:44]. The yield is 0.900. No catalyst specified. (4) The reactants are Br[C:2]1[CH:7]=[CH:6][C:5]([O:8][CH3:9])=[CH:4][C:3]=1[CH:10]1[O:14][CH2:13][CH2:12][O:11]1.[C:15]([N:19]1[C@H:23]([C:24]2[CH:29]=[CH:28][CH:27]=[CH:26][CH:25]=2)[CH2:22][O:21][C:20]1=[O:30])(=[O:18])[CH:16]=[CH2:17].C1(C)C=CC=CC=1P(C1C=CC=CC=1C)C1C=CC=CC=1C. The catalyst is C(N(CC)CC)C.C([O-])(=O)C.[Pd+2].C([O-])(=O)C. The product is [O:11]1[CH2:12][CH2:13][O:14][CH:10]1[C:3]1[CH:4]=[C:5]([O:8][CH3:9])[CH:6]=[CH:7][C:2]=1/[CH:17]=[CH:16]/[C:15]([N:19]1[C@H:23]([C:24]2[CH:29]=[CH:28][CH:27]=[CH:26][CH:25]=2)[CH2:22][O:21][C:20]1=[O:30])=[O:18]. The yield is 0.810. (5) The reactants are [CH3:1][CH:2]([CH3:40])[C:3]([O:5][C:6]1[CH:11]=[CH:10][C:9]([P:12]([O:23][CH2:24][CH3:25])([CH2:14][P:15]([O:20][CH2:21][CH3:22])([O:17][CH2:18][CH3:19])=[O:16])=[O:13])=[CH:8][C:7]=1[C:26]([CH3:39])([CH3:38])[CH2:27][C:28]([O:30]CC1C=CC=CC=1)=[O:29])=[O:4]. The catalyst is CO.[Pd]. The product is [CH3:40][CH:2]([CH3:1])[C:3]([O:5][C:6]1[CH:11]=[CH:10][C:9]([P:12]([O:23][CH2:24][CH3:25])([CH2:14][P:15]([O:20][CH2:21][CH3:22])([O:17][CH2:18][CH3:19])=[O:16])=[O:13])=[CH:8][C:7]=1[C:26]([CH3:39])([CH3:38])[CH2:27][C:28]([OH:30])=[O:29])=[O:4]. The yield is 0.880.